Dataset: Full USPTO retrosynthesis dataset with 1.9M reactions from patents (1976-2016). Task: Predict the reactants needed to synthesize the given product. (1) Given the product [CH2:22]([O:21][C:19]1[O:20][C:16]([C:13]2[O:12][C:11]3[CH:10]=[CH:9][CH:8]=[C:7]([O:6][CH2:5][O:4][CH3:3])[C:15]=3[CH:14]=2)=[N:17][N:18]=1)[CH3:23], predict the reactants needed to synthesize it. The reactants are: [H-].[Na+].[CH3:3][O:4][CH2:5][O:6][C:7]1[C:15]2[CH:14]=[C:13]([C:16]3[O:20][C:19](=[O:21])[NH:18][N:17]=3)[O:12][C:11]=2[CH:10]=[CH:9][CH:8]=1.[CH2:22](I)[CH3:23]. (2) Given the product [N:6]1[CH:7]=[CH:8][CH:9]=[CH:10][C:5]=1[CH2:4][CH2:3][CH2:2][C:11]1[CH:12]=[CH:13][C:14]([NH:17][C:18]([C:20]2[C:21]([C:26]3[CH:27]=[CH:28][C:29]([C:32]([F:33])([F:34])[F:35])=[CH:30][CH:31]=3)=[CH:22][CH:23]=[CH:24][CH:25]=2)=[O:19])=[CH:15][CH:16]=1, predict the reactants needed to synthesize it. The reactants are: O[CH:2]([C:11]1[CH:16]=[CH:15][C:14]([NH:17][C:18]([C:20]2[C:21]([C:26]3[CH:31]=[CH:30][C:29]([C:32]([F:35])([F:34])[F:33])=[CH:28][CH:27]=3)=[CH:22][CH:23]=[CH:24][CH:25]=2)=[O:19])=[CH:13][CH:12]=1)/[CH:3]=[CH:4]/[C:5]1[CH:10]=[CH:9][CH:8]=[CH:7][N:6]=1.[H][H]. (3) Given the product [C:24]([CH2:23][NH:22][CH2:21][C:19]1[S:18][CH:17]=[C:16]([C:13]2[CH:14]=[CH:15][C:10]([CH2:9][C@H:4]([O:3][CH2:1][CH3:2])[C:5]([O:7][CH3:8])=[O:6])=[CH:11][CH:12]=2)[CH:20]=1)(=[O:28])[CH2:25][CH2:26][CH3:27], predict the reactants needed to synthesize it. The reactants are: [CH2:1]([O:3][C@@H:4]([CH2:9][C:10]1[CH:15]=[CH:14][C:13]([C:16]2[CH:20]=[C:19]([CH2:21][NH:22][CH3:23])[S:18][CH:17]=2)=[CH:12][CH:11]=1)[C:5]([O:7][CH3:8])=[O:6])[CH3:2].[C:24](Cl)(=[O:28])[CH2:25][CH2:26][CH3:27]. (4) Given the product [O:8]=[CH:6][C@@H:5]([C@H:4]([C@@H:3]([C@@H:2]([CH2:1][OH:23])[OH:7])[OH:22])[OH:21])[OH:20], predict the reactants needed to synthesize it. The reactants are: [CH2:1]([OH:23])[C@H:2]1[O:7][C@H:6]([O:8][C@]2(CO)O[C@H](CO)[C@@H](O)[C@@H]2O)[C@H:5]([OH:20])[C@@H:4]([OH:21])[C@@H:3]1[OH:22].OCC([C@H]([C@@H]([C@@H](CO)O)O)O)=O. (5) Given the product [CH2:1]1[C:9]2[C:4](=[CH:5][CH:6]=[CH:7][CH:8]=2)[CH:3]=[C:2]1[B:18]1[O:22][C:21]([CH3:24])([CH3:23])[C:20]([CH3:26])([CH3:25])[O:19]1, predict the reactants needed to synthesize it. The reactants are: [CH2:1]1[C:9]2[C:4](=[CH:5][CH:6]=[CH:7][CH:8]=2)[CH:3]=[C:2]1OS(C(F)(F)F)(=O)=O.[B:18]1([B:18]2[O:22][C:21]([CH3:24])([CH3:23])[C:20]([CH3:26])([CH3:25])[O:19]2)[O:22][C:21]([CH3:24])([CH3:23])[C:20]([CH3:26])([CH3:25])[O:19]1.CC([O-])=O.[K+]. (6) Given the product [CH3:30][O:29][C:23]1[CH:22]=[C:21]2[C:26]([C:27](=[O:28])[C:18]([C:16]([C:2]3[CH:3]=[CH:4][C:5]4[C:10](=[CH:9][CH:8]=[CH:7][CH:6]=4)[CH:1]=3)=[O:17])=[CH:19][N:20]2[C:31]([CH2:34][C:35]([CH3:37])([CH3:36])[CH3:38])([CH3:32])[CH3:33])=[CH:25][N:24]=1, predict the reactants needed to synthesize it. The reactants are: [CH:1]1[C:10]2[C:5](=[CH:6][CH:7]=[CH:8][CH:9]=2)[CH:4]=[CH:3][C:2]=1[Mg]Br.CON(C)[C:16]([C:18]1[C:27](=[O:28])[C:26]2[C:21](=[CH:22][C:23]([O:29][CH3:30])=[N:24][CH:25]=2)[N:20]([C:31]([CH2:34][C:35]([CH3:38])([CH3:37])[CH3:36])([CH3:33])[CH3:32])[CH:19]=1)=[O:17].[NH4+].[Cl-]. (7) Given the product [OH:8][C:9]1[N:14]=[C:13]2[N:15]([CH:18]3[CH2:23][CH2:22][CH2:21][CH2:20][C:19]3=[O:24])[CH:16]=[N:17][C:12]2=[CH:11][CH:10]=1, predict the reactants needed to synthesize it. The reactants are: C([O:8][C:9]1[N:14]=[C:13]2[N:15]([CH:18]3[CH2:23][CH2:22][CH2:21][CH2:20][C:19]3=[O:24])[CH:16]=[N:17][C:12]2=[CH:11][CH:10]=1)C1C=CC=CC=1.